Dataset: NCI-60 drug combinations with 297,098 pairs across 59 cell lines. Task: Regression. Given two drug SMILES strings and cell line genomic features, predict the synergy score measuring deviation from expected non-interaction effect. (1) Drug 1: C1CN1C2=NC(=NC(=N2)N3CC3)N4CC4. Drug 2: C1=C(C(=O)NC(=O)N1)N(CCCl)CCCl. Cell line: BT-549. Synergy scores: CSS=23.8, Synergy_ZIP=-7.79, Synergy_Bliss=-3.82, Synergy_Loewe=-2.29, Synergy_HSA=1.41. (2) Drug 1: CC=C1C(=O)NC(C(=O)OC2CC(=O)NC(C(=O)NC(CSSCCC=C2)C(=O)N1)C(C)C)C(C)C. Drug 2: CN1C2=C(C=C(C=C2)N(CCCl)CCCl)N=C1CCCC(=O)O.Cl. Cell line: OVCAR-8. Synergy scores: CSS=30.2, Synergy_ZIP=-1.68, Synergy_Bliss=-2.96, Synergy_Loewe=-14.6, Synergy_HSA=-1.62.